From a dataset of Catalyst prediction with 721,799 reactions and 888 catalyst types from USPTO. Predict which catalyst facilitates the given reaction. (1) Reactant: [I-].[CH2:2]([N+:6]1[C:10]([CH3:11])=[C:9]([CH3:12])[S:8][C:7]=1[CH3:13])[CH2:3][CH2:4][CH3:5].[F:14][C:15]([F:26])([F:25])[C:16]1[CH:24]=[CH:23][CH:22]=[CH:21][C:17]=1[C:18](Cl)=[O:19]. Product: [CH2:2]([N:6]1[C:10]([CH3:11])=[C:9]([CH3:12])[S:8]/[C:7]/1=[CH:13]\[C:18]([C:17]1[CH:21]=[CH:22][CH:23]=[CH:24][C:16]=1[C:15]([F:14])([F:25])[F:26])=[O:19])[CH2:3][CH2:4][CH3:5]. The catalyst class is: 142. (2) Reactant: C([O:3][C:4]([C:6]1[S:10][C:9]2[CH:11]=[C:12]([C:15]([C:20]3[CH:25]=[CH:24][C:23]([O:26][CH2:27][C:28](=[O:33])[C:29]([CH3:32])([CH3:31])[CH3:30])=[C:22]([CH3:34])[CH:21]=3)([CH2:18][CH3:19])[CH2:16][CH3:17])[CH:13]=[CH:14][C:8]=2[CH:7]=1)=[O:5])C.[OH-].[Na+]. Product: [CH3:32][C:29]([CH3:30])([CH3:31])[C:28](=[O:33])[CH2:27][O:26][C:23]1[CH:24]=[CH:25][C:20]([C:15]([C:12]2[CH:13]=[CH:14][C:8]3[CH:7]=[C:6]([C:4]([OH:5])=[O:3])[S:10][C:9]=3[CH:11]=2)([CH2:18][CH3:19])[CH2:16][CH3:17])=[CH:21][C:22]=1[CH3:34]. The catalyst class is: 92. (3) Reactant: C([O:3][C:4]([C:6]1([O:10][C:11]2[CH:16]=[CH:15][C:14]([O:17][CH2:18][CH2:19][N:20]3[C:25](=[O:26])[C:24]4[N:27]([CH3:33])[N:28]=[C:29]([CH2:30][CH2:31][CH3:32])[C:23]=4[N:22]=[C:21]3[CH3:34])=[CH:13][CH:12]=2)[CH2:9][CH2:8][CH2:7]1)=[O:5])C.O.C(=O)([O-])[O-].[Na+].[Na+]. Product: [CH3:33][N:27]1[C:24]2[C:25](=[O:26])[N:20]([CH2:19][CH2:18][O:17][C:14]3[CH:15]=[CH:16][C:11]([O:10][C:6]4([C:4]([OH:5])=[O:3])[CH2:9][CH2:8][CH2:7]4)=[CH:12][CH:13]=3)[C:21]([CH3:34])=[N:22][C:23]=2[C:29]([CH2:30][CH2:31][CH3:32])=[N:28]1. The catalyst class is: 5. (4) Reactant: C[O:2]/[CH:3]=[C:4]1\[CH2:5][CH2:6][CH2:7][C:8]2[S:9][CH:10]=[CH:11][C:12]\1=2.CO/C=C1/CCCC2SC=CC/1=2.O.S(=O)(=O)(O)O. Product: [S:9]1[CH:10]=[CH:11][C:12]2[CH:4]([CH:3]=[O:2])[CH2:5][CH2:6][CH2:7][C:8]1=2. The catalyst class is: 21. (5) Reactant: [Br:1][C:2]1[CH:7]=[CH:6][C:5]([F:8])=[C:4]([CH2:9]Br)[CH:3]=1.[C-:11]#[N:12].[Na+].CCOC(C)=O.O. Product: [Br:1][C:2]1[CH:7]=[CH:6][C:5]([F:8])=[C:4]([CH2:9][C:11]#[N:12])[CH:3]=1. The catalyst class is: 16. (6) Reactant: [C:1]([NH:5][C:6]1[C:7]([CH:25]([OH:27])[CH3:26])=[N:8][C:9]2[C:14]([N:15]=1)=[C:13](B1OC(C)(C)C(C)(C)O1)[CH:12]=[CH:11][CH:10]=2)([CH3:4])([CH3:3])[CH3:2].CC1(C)C(C)(C)OB([C:36]2[NH:44][C:43]3[CH2:42][CH2:41][NH:40][C:39](=[O:45])[C:38]=3[CH:37]=2)O1.CC(C1C=C(C(C)C)C(C2C=CC=CC=2P(C2CCCCC2)C2CCCCC2)=C(C(C)C)C=1)C. Product: [C:1]([NH:5][C:6]1[C:7]([CH:25]([OH:27])[CH3:26])=[N:8][C:9]2[C:14]([N:15]=1)=[C:13]([C:36]1[NH:44][C:43]3[CH2:42][CH2:41][NH:40][C:39](=[O:45])[C:38]=3[CH:37]=1)[CH:12]=[CH:11][CH:10]=2)([CH3:2])([CH3:3])[CH3:4]. The catalyst class is: 333.